This data is from Experimentally validated miRNA-target interactions with 360,000+ pairs, plus equal number of negative samples. The task is: Binary Classification. Given a miRNA mature sequence and a target amino acid sequence, predict their likelihood of interaction. (1) The miRNA is hsa-miR-4433a-5p with sequence CGUCCCACCCCCCACUCCUGU. The protein sequence of the target gene is MSAGGRDEERRKLADIIHHWNANRLDLFEISQPTEDLEFHGVMRFYFQDKAAGNFATKCIRVSSTATTQDVIETLAEKFRPDMRMLSSPKYSLYEVHVSGERRLDIDEKPLVVQLNWNKDDREGRFVLKNENDAIPPKKAQSNGPEKQEKEGVIQNFKRTLSKKEKKEKKKREKEALRQASDKDDRPFQGEDVENSRLAAEVYKDMPETSFTRTISNPEVVMKRRRQQKLEKRMQEFRSSDGRPDSGGTLRIYADSLKPNIPYKTILLSTTDPADFAVAEALEKYGLEKENPKDYCIARV.... Result: 0 (no interaction). (2) The miRNA is hsa-miR-3121-5p with sequence UCCUUUGCCUAUUCUAUUUAAG. The protein sequence of the target gene is MASGAYNPYIEIIEQPRQRGMRFRYKCEGRSAGSIPGEHSTDNNRTYPSIQIMNYYGKGKVRITLVTKNDPYKPHPHDLVGKDCRDGYYEAEFGQERRPLFFQNLGIRCVKKKEVKEAIITRIKAGINPFNVPEKQLNDIEDCDLNVVRLCFQVFLPDEHGNLTTALPPVVSNPIYDNRAPNTAELRICRVNKNCGSVRGGDEIFLLCDKVQKDDIEVRFVLNDWEAKGIFSQADVHRQVAIVFKTPPYCKAITEPVTVKMQLRRPSDQEVSESMDFRYLPDEKDTYGNKAKKQKTTLLF.... Result: 1 (interaction).